Task: Predict the reaction yield, written as a fraction of the theoretical maximum amount of product (1.0 means a 100% yield; for example, 0.34 means a 34% yield).. Dataset: Reaction yield outcomes from USPTO patents with 853,638 reactions (1) The reactants are [F:1][C:2]1[CH:3]=[C:4]([N:9]2[C:13]([CH3:15])([CH3:14])[C:12](=[O:16])[N:11]([C:17]3[CH:24]=[CH:23][C:20]([C:21]#[N:22])=[C:19]([CH3:25])[CH:18]=3)[C:10]2=[S:26])[CH:5]=[CH:6][C:7]=1[OH:8].O[CH2:28][C:29]1([NH:32][C:33](=[O:39])[O:34][C:35]([CH3:38])([CH3:37])[CH3:36])[CH2:31][CH2:30]1.N(C(N1CCCCC1)=O)=NC(N1CCCCC1)=O.C(P(CCCC)CCCC)CCC. The catalyst is CC1C=CC=CC=1. The product is [C:21]([C:20]1[CH:23]=[CH:24][C:17]([N:11]2[C:12](=[O:16])[C:13]([CH3:15])([CH3:14])[N:9]([C:4]3[CH:5]=[CH:6][C:7]([O:8][CH2:28][C:29]4([NH:32][C:33](=[O:39])[O:34][C:35]([CH3:38])([CH3:37])[CH3:36])[CH2:30][CH2:31]4)=[C:2]([F:1])[CH:3]=3)[C:10]2=[S:26])=[CH:18][C:19]=1[CH3:25])#[N:22]. The yield is 0.529. (2) The yield is 0.604. The reactants are [H-].[Na+].[F:3][C:4]([F:21])([F:20])[C:5]1[N:10]=[CH:9][C:8]([O:11][C:12]2[CH:19]=[CH:18][C:15]([CH:16]=O)=[CH:14][CH:13]=2)=[CH:7][N:6]=1.[CH2:22]1COCC1. The product is [CH:16]([C:15]1[CH:18]=[CH:19][C:12]([O:11][C:8]2[CH:7]=[N:6][C:5]([C:4]([F:21])([F:20])[F:3])=[N:10][CH:9]=2)=[CH:13][CH:14]=1)=[CH2:22]. The catalyst is [Br-].C[P+](C1C=CC=CC=1)(C1C=CC=CC=1)C1C=CC=CC=1. (3) The reactants are [CH:1]([OH:4])([CH3:3])[CH3:2].[Na].I[C:7]1[S:8][CH:9]=[CH:10][CH:11]=1.[C-]#N.[K+]. The catalyst is [Cu]I.O1CCCC1. The product is [CH:1]([O:4][C:7]1[S:8][CH:9]=[CH:10][CH:11]=1)([CH3:3])[CH3:2]. The yield is 0.160. (4) The reactants are Br[C:2]1[CH:7]=[CH:6][C:5]([S:8]([NH2:11])(=[O:10])=[O:9])=[CH:4][CH:3]=1.C([O-])(=O)C.[K+].[Cl:17][C:18]1[CH:23]=[CH:22][C:21]([C:24]2[N:25]=[C:26]([N:29]([CH2:35][CH3:36])[C:30]([CH:32]3[CH2:34][CH2:33]3)=[O:31])[S:27][CH:28]=2)=[CH:20][CH:19]=1. The catalyst is C([O-])(=O)C.[Pd+2].C([O-])(=O)C.CC(N(C)C)=O. The product is [Cl:17][C:18]1[CH:19]=[CH:20][C:21]([C:24]2[N:25]=[C:26]([N:29]([CH2:35][CH3:36])[C:30]([CH:32]3[CH2:33][CH2:34]3)=[O:31])[S:27][C:28]=2[C:2]2[CH:7]=[CH:6][C:5]([S:8](=[O:10])(=[O:9])[NH2:11])=[CH:4][CH:3]=2)=[CH:22][CH:23]=1. The yield is 0.139. (5) The yield is 0.860. The catalyst is C1(C)C=CC=CC=1. The reactants are [OH:1][C:2]1[CH:26]=[CH:25][C:5]2[N:6]=[C:7]([C:9]([NH:11][CH:12]3[CH2:17][CH2:16][N:15]([C:18]([O:20][C:21]([CH3:24])([CH3:23])[CH3:22])=[O:19])[CH2:14][CH2:13]3)=[O:10])[S:8][C:4]=2[CH:3]=1.N(C(OC(C)C)=O)=NC(OC(C)C)=O.[F:41][C:42]([F:57])([F:56])[C:43]1[CH:48]=[CH:47][C:46]([N:49]2[CH2:54][CH2:53][CH:52](O)[CH2:51][CH2:50]2)=[CH:45][CH:44]=1.C1(P(C2C=CC=CC=2)C2C=CC=CC=2)C=CC=CC=1. The product is [F:57][C:42]([F:41])([F:56])[C:43]1[CH:44]=[CH:45][C:46]([N:49]2[CH2:54][CH2:53][CH:52]([O:1][C:2]3[CH:26]=[CH:25][C:5]4[N:6]=[C:7]([C:9]([NH:11][CH:12]5[CH2:13][CH2:14][N:15]([C:18]([O:20][C:21]([CH3:22])([CH3:23])[CH3:24])=[O:19])[CH2:16][CH2:17]5)=[O:10])[S:8][C:4]=4[CH:3]=3)[CH2:51][CH2:50]2)=[CH:47][CH:48]=1. (6) The reactants are [N+:1]([C:4]1[CH:9]=[CH:8][C:7](F)=[CH:6][CH:5]=1)([O-:3])=[O:2].[CH2:11]([OH:16])[CH2:12][CH2:13][CH2:14][OH:15].[OH-].[K+]. The catalyst is O. The product is [N+:1]([C:4]1[CH:9]=[CH:8][C:7]([O:15][CH2:14][CH2:13][CH2:12][CH2:11][OH:16])=[CH:6][CH:5]=1)([O-:3])=[O:2]. The yield is 0.640. (7) The reactants are [Cl:1][C:2]1[CH:10]=[C:9]2[C:5]([C:6]([C:11]([OH:13])=[O:12])=[CH:7][NH:8]2)=[CH:4][CH:3]=1.[CH3:14]O. The catalyst is OS(O)(=O)=O. The product is [CH3:14][O:12][C:11]([C:6]1[C:5]2[C:9](=[CH:10][C:2]([Cl:1])=[CH:3][CH:4]=2)[NH:8][CH:7]=1)=[O:13]. The yield is 1.00.